This data is from Reaction yield outcomes from USPTO patents with 853,638 reactions. The task is: Predict the reaction yield, written as a fraction of the theoretical maximum amount of product (1.0 means a 100% yield; for example, 0.34 means a 34% yield). (1) The yield is 0.920. The reactants are [C:1]([O:5][C:6]([NH:8][C@@H:9]1[CH2:14][CH2:13][CH2:12][N:11]([C:15]([O:17][CH2:18][C:19]2[CH:24]=[CH:23][CH:22]=[CH:21][CH:20]=2)=[O:16])[CH2:10]1)=[O:7])([CH3:4])([CH3:3])[CH3:2].[H-].[Na+].I[CH2:28][CH3:29].O. The catalyst is CN(C=O)C. The product is [C:1]([O:5][C:6]([N:8]([CH2:28][CH3:29])[C@@H:9]1[CH2:14][CH2:13][CH2:12][N:11]([C:15]([O:17][CH2:18][C:19]2[CH:24]=[CH:23][CH:22]=[CH:21][CH:20]=2)=[O:16])[CH2:10]1)=[O:7])([CH3:4])([CH3:2])[CH3:3]. (2) The reactants are C([N:8]1[CH2:12][CH2:11][C@@H:10]([NH2:13])[CH2:9]1)(OC(C)(C)C)=O.Cl[C:15]1[C:16]([C:22]#[N:23])=[N:17][CH:18]=[C:19](Cl)[N:20]=1.CCN(C(C)C)C(C)C.[NH2:33][C:34]1[CH:35]=[N:36][C:37]2[C:42]([CH:43]=1)=[CH:41][CH:40]=[CH:39][CH:38]=2.C([O-])([O-])=[O:45].[Cs+].[Cs+].C1C=CC(P(C2C(C3C(P(C4C=CC=CC=4)C4C=CC=CC=4)=CC=C4C=3C=CC=C4)=C3C(C=CC=C3)=CC=2)C2C=CC=CC=2)=CC=1. The catalyst is C(#N)C.C(O)(C(F)(F)F)=O.OS(O)(=O)=O.CC([O-])=O.CC([O-])=O.[Pd+2].O1CCOCC1.O. The product is [NH:8]1[CH2:12][CH2:11][C@@H:10]([NH:13][C:19]2[N:20]=[C:15]([NH:33][C:34]3[CH:35]=[N:36][C:37]4[C:42]([CH:43]=3)=[CH:41][CH:40]=[CH:39][CH:38]=4)[C:16]([C:22]([NH2:23])=[O:45])=[N:17][CH:18]=2)[CH2:9]1. The yield is 0.930.